From a dataset of Catalyst prediction with 721,799 reactions and 888 catalyst types from USPTO. Predict which catalyst facilitates the given reaction. (1) Reactant: [NH2:1][C:2](=[N:33][O:34][C:35](OCC(CC)CCCC)=[O:36])[C:3]1[CH:4]=[C:5]2[C:22](=[CH:23][CH:24]=1)[O:21][C:8]1([CH2:13][CH2:12][N:11]([C:14]([O:16][C:17]([CH3:20])([CH3:19])[CH3:18])=[O:15])[CH2:10][CH2:9]1)[CH2:7][CH:6]2[O:25][Si:26]([C:29]([CH3:32])([CH3:31])[CH3:30])([CH3:28])[CH3:27]. Product: [Si:26]([O:25][CH:6]1[C:5]2[C:22](=[CH:23][CH:24]=[C:3]([C:2]3[NH:1][C:35](=[O:36])[O:34][N:33]=3)[CH:4]=2)[O:21][C:8]2([CH2:9][CH2:10][N:11]([C:14]([O:16][C:17]([CH3:20])([CH3:18])[CH3:19])=[O:15])[CH2:12][CH2:13]2)[CH2:7]1)([C:29]([CH3:30])([CH3:32])[CH3:31])([CH3:28])[CH3:27]. The catalyst class is: 113. (2) Reactant: [NH2:1][C:2]1[CH:7]=[CH:6][C:5]([S:8]([O:11][C:12]2[CH:17]=[CH:16][C:15]([CH3:18])=[CH:14][CH:13]=2)(=[O:10])=[O:9])=[CH:4][CH:3]=1.C([O-])(O)=O.[Na+].[Br:24][CH2:25][C:26](Br)=[O:27]. Product: [Br:24][CH2:25][C:26]([NH:1][C:2]1[CH:7]=[CH:6][C:5]([S:8]([O:11][C:12]2[CH:17]=[CH:16][C:15]([CH3:18])=[CH:14][CH:13]=2)(=[O:10])=[O:9])=[CH:4][CH:3]=1)=[O:27]. The catalyst class is: 1. (3) Reactant: [Cl:1][C:2]1[C:12]2[CH2:11][CH2:10][N:9]([C:13]([O:15][CH2:16][CH3:17])=[O:14])[CH2:8][CH2:7][C:6]=2[CH:5]=[CH:4][C:3]=1[N+:18]([O-])=O.Cl.[OH-].[Na+]. Product: [NH2:18][C:3]1[CH:4]=[CH:5][C:6]2[CH2:7][CH2:8][N:9]([C:13]([O:15][CH2:16][CH3:17])=[O:14])[CH2:10][CH2:11][C:12]=2[C:2]=1[Cl:1]. The catalyst class is: 14. (4) Reactant: [N:1]([C:4]1[CH:9]=[CH:8][C:7]([S:10]([NH2:13])(=[O:12])=[O:11])=[CH:6][CH:5]=1)=[C:2]=[S:3].[Si:14](Cl)([C:17]([CH3:20])([CH3:19])[CH3:18])([CH3:16])[CH3:15].[H-].[Na+].O. Product: [N:1]([C:4]1[CH:5]=[CH:6][C:7]([S:10]([NH:13][Si:14]([C:17]([CH3:20])([CH3:19])[CH3:18])([CH3:16])[CH3:15])(=[O:11])=[O:12])=[CH:8][CH:9]=1)=[C:2]=[S:3]. The catalyst class is: 1.